This data is from CYP1A2 inhibition data for predicting drug metabolism from PubChem BioAssay. The task is: Regression/Classification. Given a drug SMILES string, predict its absorption, distribution, metabolism, or excretion properties. Task type varies by dataset: regression for continuous measurements (e.g., permeability, clearance, half-life) or binary classification for categorical outcomes (e.g., BBB penetration, CYP inhibition). Dataset: cyp1a2_veith. (1) The result is 1 (inhibitor). The drug is CS(=O)(=O)Nc1cccc(-c2cc(NCc3cccs3)ncn2)c1. (2) The molecule is c1ccc(CCc2cccnc2)nc1. The result is 1 (inhibitor). (3) The compound is CCOC(=O)Nc1ccc(C(=O)Oc2ccccc2)c(O)c1. The result is 1 (inhibitor). (4) The compound is CC(=O)NCCNc1ncnc2ccc(-c3ccccc3C(F)(F)F)cc12. The result is 1 (inhibitor). (5) The compound is Cc1ccc(/C=C/C(=O)c2nc3ccccc3[nH]2)cc1. The result is 1 (inhibitor). (6) The compound is COc1ccc(NC(=O)N2CCCC3(CCN(C(=O)c4ccc(OC)cc4)CC3)C2)cc1. The result is 0 (non-inhibitor). (7) The molecule is COc1cccc(-c2ccc3ncnc(Nc4ccccc4)c3c2)c1. The result is 1 (inhibitor).